This data is from Forward reaction prediction with 1.9M reactions from USPTO patents (1976-2016). The task is: Predict the product of the given reaction. Given the reactants [CH3:1][C:2]([CH3:9])([CH2:6][CH:7]=[CH2:8])[C:3]([OH:5])=[O:4].CC(C)([O-])C.[K+].[CH3:16][O:17][C:18]1[CH:25]=[CH:24][C:21]([CH2:22]Cl)=[CH:20][CH:19]=1, predict the reaction product. The product is: [CH3:1][C:2]([CH3:9])([CH2:6][CH:7]=[CH2:8])[C:3]([O:5][CH2:22][C:21]1[CH:24]=[CH:25][C:18]([O:17][CH3:16])=[CH:19][CH:20]=1)=[O:4].